From a dataset of Forward reaction prediction with 1.9M reactions from USPTO patents (1976-2016). Predict the product of the given reaction. (1) Given the reactants [CH:1]1([C:4]2[C:5]([O:18][CH2:19][C:20]34[CH2:29][CH:24]5[CH2:25][CH:26]([CH2:28][CH:22]([C:23]5([F:31])[F:30])[CH2:21]3)[CH2:27]4)=[CH:6][C:7]([F:17])=[C:8]([CH:16]=2)[C:9]([O:11]C(C)(C)C)=[O:10])[CH2:3][CH2:2]1.FC(F)(F)C(O)=O, predict the reaction product. The product is: [CH:1]1([C:4]2[C:5]([O:18][CH2:19][C:20]34[CH2:29][CH:24]5[CH2:25][CH:26]([CH2:28][CH:22]([C:23]5([F:31])[F:30])[CH2:21]3)[CH2:27]4)=[CH:6][C:7]([F:17])=[C:8]([CH:16]=2)[C:9]([OH:11])=[O:10])[CH2:2][CH2:3]1. (2) Given the reactants [OH-].[Na+].[F:3][C:4]([C:24]1[CH:29]=[CH:28][CH:27]=[CH:26][CH:25]=1)([S:9]([CH2:12][CH2:13][CH2:14][CH2:15][CH2:16][CH2:17][CH2:18][CH2:19][CH2:20][CH2:21][CH2:22][CH3:23])(=[O:11])=[O:10])[C:5]([O:7]C)=[O:6], predict the reaction product. The product is: [F:3][C:4]([C:24]1[CH:25]=[CH:26][CH:27]=[CH:28][CH:29]=1)([S:9]([CH2:12][CH2:13][CH2:14][CH2:15][CH2:16][CH2:17][CH2:18][CH2:19][CH2:20][CH2:21][CH2:22][CH3:23])(=[O:10])=[O:11])[C:5]([OH:7])=[O:6].